This data is from Full USPTO retrosynthesis dataset with 1.9M reactions from patents (1976-2016). The task is: Predict the reactants needed to synthesize the given product. (1) Given the product [Cl:1][C:2]1[CH:7]=[C:6]([NH:13][C:14]2[N:15]=[C:16]([S:23][CH3:24])[S:17][C:18]=2[C:19]([O:21][CH3:22])=[O:20])[C:5]([C:9]([F:12])([F:11])[F:10])=[CH:4][N:3]=1, predict the reactants needed to synthesize it. The reactants are: [Cl:1][C:2]1[CH:7]=[C:6](I)[C:5]([C:9]([F:12])([F:11])[F:10])=[CH:4][N:3]=1.[NH2:13][C:14]1[N:15]=[C:16]([S:23][CH3:24])[S:17][C:18]=1[C:19]([O:21][CH3:22])=[O:20].CC1(C)C2C(=C(P(C3C=CC=CC=3)C3C=CC=CC=3)C=CC=2)OC2C(P(C3C=CC=CC=3)C3C=CC=CC=3)=CC=CC1=2.C(=O)([O-])[O-].[Cs+].[Cs+]. (2) Given the product [F:1][C:2]1[CH:11]=[C:10]2[C:5]([N:6]=[CH:7][C:8](=[O:12])[N:9]2[CH2:15][CH:14]=[CH2:23])=[CH:4][CH:3]=1, predict the reactants needed to synthesize it. The reactants are: [F:1][C:2]1[CH:11]=[C:10]2[C:5]([N:6]=[CH:7][C:8](=[O:12])[NH:9]2)=[CH:4][CH:3]=1.F[C:14]1[CH:15]=C2C(=C[CH:23]=1)NC(=O)C=N2.C(=O)([O-])[O-].[K+].[K+].C(I)C=C. (3) Given the product [F:1][C:2]([F:28])([O:7][C:8]1[CH:13]=[CH:12][C:11]([N:14]2[CH:18]=[N:17][C:16]([C:19]3[CH:27]=[CH:26][C:22]([C:23]([Cl:31])=[O:24])=[CH:21][CH:20]=3)=[N:15]2)=[CH:10][CH:9]=1)[C:3]([F:6])([F:5])[F:4], predict the reactants needed to synthesize it. The reactants are: [F:1][C:2]([F:28])([O:7][C:8]1[CH:13]=[CH:12][C:11]([N:14]2[CH:18]=[N:17][C:16]([C:19]3[CH:27]=[CH:26][C:22]([C:23](O)=[O:24])=[CH:21][CH:20]=3)=[N:15]2)=[CH:10][CH:9]=1)[C:3]([F:6])([F:5])[F:4].S(Cl)([Cl:31])=O. (4) Given the product [C:12]([O:20][CH:21]([O:28][C:29]([NH:31][CH2:32][C:33]1([CH2:39][C:40]([OH:42])=[O:41])[CH2:34][CH2:35][CH2:36][CH2:37][CH2:38]1)=[O:30])[C:22]1[CH:27]=[CH:26][CH:25]=[CH:24][CH:23]=1)(=[O:19])[C:13]1[CH:14]=[CH:15][CH:16]=[CH:17][CH:18]=1, predict the reactants needed to synthesize it. The reactants are: C1CCN2C(=NCCC2)CC1.[C:12]([O:20][CH:21]([O:28][C:29]([NH:31][CH2:32][C:33]1([CH2:39][C:40]([O:42]CCC#N)=[O:41])[CH2:38][CH2:37][CH2:36][CH2:35][CH2:34]1)=[O:30])[C:22]1[CH:27]=[CH:26][CH:25]=[CH:24][CH:23]=1)(=[O:19])[C:13]1[CH:18]=[CH:17][CH:16]=[CH:15][CH:14]=1. (5) Given the product [CH:7]([CH:6]1[CH2:12][CH:1]([OH:5])[CH2:2][CH2:3][O:10]1)([CH3:9])[CH3:8], predict the reactants needed to synthesize it. The reactants are: [CH2:1]([OH:5])[CH2:2][CH:3]=C.[CH:6](=[O:10])[CH:7]([CH3:9])[CH3:8].F[C:12](F)(F)C(O)=O.C(=O)([O-])[O-].[K+].[K+]. (6) Given the product [Cl:8][C:9]1[CH:17]=[CH:16][C:12]([C:13](=[O:15])[NH:63][CH2:62][C:61]2[CH:64]=[CH:65][CH:66]=[C:59]([Cl:58])[CH:60]=2)=[CH:11][C:10]=1[NH:18][C:19]([C:21]1[C:22](=[O:33])[NH:23][C:24]2[C:29]([CH:30]=1)=[CH:28][CH:27]=[C:26]([O:31][CH3:32])[N:25]=2)=[O:20], predict the reactants needed to synthesize it. The reactants are: C(N(CC)CC)C.[Cl:8][C:9]1[CH:17]=[CH:16][C:12]([C:13]([OH:15])=O)=[CH:11][C:10]=1[NH:18][C:19]([C:21]1[C:22](=[O:33])[NH:23][C:24]2[C:29]([CH:30]=1)=[CH:28][CH:27]=[C:26]([O:31][CH3:32])[N:25]=2)=[O:20].CN(C(ON1N=NC2C=CC=NC1=2)=[N+](C)C)C.F[P-](F)(F)(F)(F)F.[Cl:58][C:59]1[CH:60]=[C:61]([CH:64]=[CH:65][CH:66]=1)[CH2:62][NH2:63]. (7) Given the product [C:25]([O:29][C:30]([N:32]1[CH2:33][CH2:34][C:35]([NH:3][C:6]([O:51][CH2:44][C:45]2[CH:50]=[CH:49][CH:48]=[CH:47][CH:46]=2)=[O:15])([CH2:41][O:42][CH3:43])[CH2:36][CH2:37]1)=[O:31])([CH3:26])([CH3:27])[CH3:28], predict the reactants needed to synthesize it. The reactants are: C([N:3]([CH2:6]C)CC)C.C1(P(N=[N+]=[N-])(C2C=CC=CC=2)=[O:15])C=CC=CC=1.[C:25]([O:29][C:30]([N:32]1[CH2:37][CH2:36][C:35]([CH2:41][O:42][CH3:43])(C(O)=O)[CH2:34][CH2:33]1)=[O:31])([CH3:28])([CH3:27])[CH3:26].[CH2:44]([OH:51])[C:45]1[CH:50]=[CH:49][CH:48]=[CH:47][CH:46]=1.